Regression/Classification. Given a drug SMILES string, predict its absorption, distribution, metabolism, or excretion properties. Task type varies by dataset: regression for continuous measurements (e.g., permeability, clearance, half-life) or binary classification for categorical outcomes (e.g., BBB penetration, CYP inhibition). Dataset: rlm. From a dataset of Rat liver microsome stability data. The result is 0 (unstable in rat liver microsomes). The molecule is CCCCCCCCn1cc(CN2CCC3(CC2)OCCCS3)c2ccc(OC)cc21.